Dataset: Merck oncology drug combination screen with 23,052 pairs across 39 cell lines. Task: Regression. Given two drug SMILES strings and cell line genomic features, predict the synergy score measuring deviation from expected non-interaction effect. (1) Drug 1: O=S1(=O)NC2(CN1CC(F)(F)F)C1CCC2Cc2cc(C=CCN3CCC(C(F)(F)F)CC3)ccc2C1. Drug 2: COc1cc(C2c3cc4c(cc3C(OC3OC5COC(C)OC5C(O)C3O)C3COC(=O)C23)OCO4)cc(OC)c1O. Cell line: SKOV3. Synergy scores: synergy=16.3. (2) Drug 1: N#Cc1ccc(Cn2cncc2CN2CCN(c3cccc(Cl)c3)C(=O)C2)cc1. Drug 2: NC1CCCCC1N.O=C(O)C(=O)O.[Pt+2]. Cell line: SKMES1. Synergy scores: synergy=0.395. (3) Drug 1: Nc1ccn(C2OC(CO)C(O)C2(F)F)c(=O)n1. Drug 2: O=C(NOCC(O)CO)c1ccc(F)c(F)c1Nc1ccc(I)cc1F. Cell line: A375. Synergy scores: synergy=-16.6. (4) Drug 1: CN1C(=O)C=CC2(C)C3CCC4(C)C(NC(=O)OCC(F)(F)F)CCC4C3CCC12. Drug 2: O=c1[nH]cc(F)c(=O)[nH]1. Cell line: VCAP. Synergy scores: synergy=21.2. (5) Drug 1: Nc1ccn(C2OC(CO)C(O)C2(F)F)c(=O)n1. Drug 2: CNC(=O)c1cc(Oc2ccc(NC(=O)Nc3ccc(Cl)c(C(F)(F)F)c3)cc2)ccn1. Cell line: PA1. Synergy scores: synergy=-5.76. (6) Cell line: NCIH460. Drug 1: CCC1(O)CC2CN(CCc3c([nH]c4ccccc34)C(C(=O)OC)(c3cc4c(cc3OC)N(C)C3C(O)(C(=O)OC)C(OC(C)=O)C5(CC)C=CCN6CCC43C65)C2)C1. Synergy scores: synergy=-4.44. Drug 2: O=C(O)C1(Cc2cccc(Nc3nccs3)n2)CCC(Oc2cccc(Cl)c2F)CC1. (7) Drug 1: NC1(c2ccc(-c3nc4ccn5c(=O)[nH]nc5c4cc3-c3ccccc3)cc2)CCC1. Drug 2: O=C(NOCC(O)CO)c1ccc(F)c(F)c1Nc1ccc(I)cc1F. Cell line: HT29. Synergy scores: synergy=40.0.